This data is from Reaction yield outcomes from USPTO patents with 853,638 reactions. The task is: Predict the reaction yield, written as a fraction of the theoretical maximum amount of product (1.0 means a 100% yield; for example, 0.34 means a 34% yield). (1) The reactants are [N:1]1[C:6]([C:7](OC)=[O:8])=[CH:5][CH:4]=[CH:3][C:2]=1[C:11]([O:13][CH3:14])=[O:12].[BH4-].[Na+]. The catalyst is CO.O1CCCC1. The product is [OH:8][CH2:7][C:6]1[N:1]=[C:2]([C:11]([O:13][CH3:14])=[O:12])[CH:3]=[CH:4][CH:5]=1. The yield is 0.840. (2) The reactants are [C:1]([O:7][C:8]1[CH:13]=[C:12]([CH2:14][CH2:15][OH:16])[O:11][C:10](=[O:17])[C:9]=1[C:18]1[C:23]([CH3:24])=[CH:22][C:21]([CH3:25])=[CH:20][C:19]=1[CH3:26])(=[O:6])[C:2]([CH3:5])([CH3:4])[CH3:3].C(N(CC)CC)C.[S:34](Cl)([CH3:37])(=[O:36])=[O:35]. The product is [C:1]([O:7][C:8]1[CH:13]=[C:12]([CH2:14][CH2:15][O:16][S:34]([CH3:37])(=[O:36])=[O:35])[O:11][C:10](=[O:17])[C:9]=1[C:18]1[C:19]([CH3:26])=[CH:20][C:21]([CH3:25])=[CH:22][C:23]=1[CH3:24])(=[O:6])[C:2]([CH3:4])([CH3:3])[CH3:5]. The catalyst is C1COCC1. The yield is 0.940.